Dataset: Reaction yield outcomes from USPTO patents with 853,638 reactions. Task: Predict the reaction yield, written as a fraction of the theoretical maximum amount of product (1.0 means a 100% yield; for example, 0.34 means a 34% yield). (1) The reactants are [Cr](Cl)([O-])(=O)=O.[NH+]1C=CC=CC=1.[Cl-].[C:13]([N:21]1[CH2:26][CH2:25][CH:24]([CH2:27][OH:28])[CH2:23][CH2:22]1)(=[O:20])[C:14]1[CH:19]=[CH:18][CH:17]=[CH:16][CH:15]=1. The catalyst is C(Cl)Cl.CCOCC. The product is [C:13]([N:21]1[CH2:26][CH2:25][CH:24]([CH:27]=[O:28])[CH2:23][CH2:22]1)(=[O:20])[C:14]1[CH:15]=[CH:16][CH:17]=[CH:18][CH:19]=1. The yield is 0.500. (2) The reactants are Cl[C:2]1[CH:7]=[CH:6][N:5]2[N:8]=[CH:9][C:10]([C:11]([O:13][CH2:14][CH3:15])=[O:12])=[C:4]2[N:3]=1.Cl.[F:17][C:18]1[CH:19]=[CH:20][C:21]([C:29]([F:32])([F:31])[F:30])=[C:22]([C@H:24]2[CH2:28][CH2:27][CH2:26][NH:25]2)[CH:23]=1.C(N(C(C)C)CC)(C)C. The yield is 0.964. The catalyst is C(O)(C)C. The product is [F:17][C:18]1[CH:19]=[CH:20][C:21]([C:29]([F:32])([F:30])[F:31])=[C:22]([C@H:24]2[CH2:28][CH2:27][CH2:26][N:25]2[C:2]2[CH:7]=[CH:6][N:5]3[N:8]=[CH:9][C:10]([C:11]([O:13][CH2:14][CH3:15])=[O:12])=[C:4]3[N:3]=2)[CH:23]=1. (3) The reactants are [CH3:1][C:2]1([CH2:12][OH:13])[O:11][CH2:10][C:5]2([O:9][CH2:8][CH2:7][O:6]2)[CH2:4][O:3]1.[H-].[Na+].Cl[C:17]1[CH:22]=[CH:21][N+:20]([O-:23])=[C:19]([CH3:24])[C:18]=1[CH3:25]. The catalyst is CS(C)=O. The product is [CH3:24][C:19]1[C:18]([CH3:25])=[C:17]([O:13][CH2:12][C:2]2([CH3:1])[O:3][CH2:4][C:5]3([O:6][CH2:7][CH2:8][O:9]3)[CH2:10][O:11]2)[CH:22]=[CH:21][N+:20]=1[O-:23]. The yield is 0.661. (4) The reactants are [I-].[CH3:2][S+](C)(C)=O.[H-].[Na+].[N:9]12[CH2:16][CH2:15][CH:12]([CH2:13][CH2:14]1)[C:11](=[O:17])[CH2:10]2.O. The catalyst is CS(C)=O. The product is [O:17]1[CH2:2][C:11]21[CH:12]1[CH2:15][CH2:16][N:9]([CH2:14][CH2:13]1)[CH2:10]2. The yield is 0.830. (5) The product is [CH3:1][O:2][CH2:3][CH2:4][O:5][C:6]1[C:15]([O:16][CH2:17][CH2:18][O:19][CH3:20])=[CH:14][CH:13]=[CH:12][C:7]=1[CH2:8][OH:9]. The yield is 0.630. The catalyst is C1COCC1. The reactants are [CH3:1][O:2][CH2:3][CH2:4][O:5][C:6]1[C:15]([O:16][CH2:17][CH2:18][O:19][CH3:20])=[CH:14][CH:13]=[CH:12][C:7]=1[C:8](OC)=[O:9].[H-].[Al+3].[Li+].[H-].[H-].[H-].O.[OH-].[Na+]. (6) The reactants are [CH2:1]([N:3]([CH:27]1[CH2:32][CH2:31][C:30](=O)[CH2:29][CH2:28]1)[C:4]1[C:19]2[CH2:18][CH:17]=[CH:16][CH2:15][CH2:14][C:13]3[CH:20]=[C:21]([CH3:25])[NH:22][C:23](=[O:24])[C:12]=3[CH2:11][NH:10][C:9](=[O:26])[C:8]=2[CH:7]=[CH:6][CH:5]=1)[CH3:2].Cl.[F:35][C:36]1([F:40])[CH2:39][NH:38][CH2:37]1.CC(O)=O.[BH-](OC(C)=O)(OC(C)=O)OC(C)=O.[Na+].N. The catalyst is ClCCCl.C([O-])(O)=O.[Na+].CO.C(Cl)Cl. The product is [F:35][C:36]1([F:40])[CH2:39][N:38]([C@@H:30]2[CH2:31][CH2:32][C@H:27]([N:3]([CH2:1][CH3:2])[C:4]3[C:19]4[CH2:18][CH:17]=[CH:16][CH2:15][CH2:14][C:13]5[CH:20]=[C:21]([CH3:25])[NH:22][C:23](=[O:24])[C:12]=5[CH2:11][NH:10][C:9](=[O:26])[C:8]=4[CH:7]=[CH:6][CH:5]=3)[CH2:28][CH2:29]2)[CH2:37]1. The yield is 0.426.